The task is: Predict the reactants needed to synthesize the given product.. This data is from Full USPTO retrosynthesis dataset with 1.9M reactions from patents (1976-2016). (1) The reactants are: [Cl:1][C:2]1[CH:3]=[C:4]([CH:13]=[C:14]([Cl:16])[CH:15]=1)[O:5][CH:6]([CH2:10][O:11][CH3:12])[C:7]([OH:9])=O.C(Cl)(=O)C(Cl)=O.ClC1C=C(C(COC)C(Cl)=O)C=C(Cl)C=1.Cl.[NH2:39][C:40]([CH3:45])([CH3:44])[C:41]#[C:42][CH3:43].Cl. Given the product [Cl:16][C:14]1[CH:13]=[C:4]([CH:3]=[C:2]([Cl:1])[CH:15]=1)[O:5][CH:6]([CH2:10][O:11][CH3:12])[C:7]([NH:39][C:40]([CH3:45])([CH3:44])[C:41]#[C:42][CH3:43])=[O:9], predict the reactants needed to synthesize it. (2) Given the product [OH:45][C@@H:42]1[CH2:43][CH2:44][N:40]([C:3]2[N:2]([CH3:1])[C:7](=[O:8])[C:6]3[C:9]([C:30]4[CH:35]=[CH:34][CH:33]=[CH:32][CH:31]=4)=[C:10]([C:12]4[CH:13]=[CH:14][C:15]([C:18]5([NH:22][C:23](=[O:29])[O:24][C:25]([CH3:28])([CH3:27])[CH3:26])[CH2:19][CH2:20][CH2:21]5)=[CH:16][CH:17]=4)[O:11][C:5]=3[N:4]=2)[CH2:41]1, predict the reactants needed to synthesize it. The reactants are: [CH3:1][N:2]1[C:7](=[O:8])[C:6]2[C:9]([C:30]3[CH:35]=[CH:34][CH:33]=[CH:32][CH:31]=3)=[C:10]([C:12]3[CH:17]=[CH:16][C:15]([C:18]4([NH:22][C:23](=[O:29])[O:24][C:25]([CH3:28])([CH3:27])[CH3:26])[CH2:21][CH2:20][CH2:19]4)=[CH:14][CH:13]=3)[O:11][C:5]=2[N:4]=[C:3]1S(C)(=O)=O.[NH:40]1[CH2:44][CH2:43][C@@H:42]([OH:45])[CH2:41]1. (3) The reactants are: [C:1]([O:5][C:6](=[O:20])[NH:7][C@H:8]([CH2:13][C:14]1[CH:19]=[CH:18][CH:17]=[CH:16][CH:15]=1)[C@@H:9]([OH:12])[CH2:10][NH2:11])([CH3:4])([CH3:3])[CH3:2].[C:21]1(=O)[O:26][C:24](=[O:25])[C:23]2=[CH:27][CH:28]=[CH:29][CH:30]=[C:22]12.CCN(CC)CC. Given the product [C:1]([O:5][C:6](=[O:20])[NH:7][C@@H:8]([CH2:13][C:14]1[CH:15]=[CH:16][CH:17]=[CH:18][CH:19]=1)[C@H:9]([OH:12])[CH2:10][N:11]1[C:24](=[O:25])[C:23]2[C:22](=[CH:30][CH:29]=[CH:28][CH:27]=2)[C:21]1=[O:26])([CH3:4])([CH3:2])[CH3:3], predict the reactants needed to synthesize it. (4) Given the product [O:30]=[C:28]1[NH:27][C:23]2=[N:24][CH:25]=[CH:26][C:21]([O:20][C:19]3[CH:31]=[CH:32][C:16]([NH:15][C:9]([NH:8][C:5]4[CH:6]=[CH:7][C:2]([Cl:1])=[C:3]([C:11]([F:14])([F:12])[F:13])[CH:4]=4)=[S:10])=[CH:17][CH:18]=3)=[C:22]2[NH:29]1, predict the reactants needed to synthesize it. The reactants are: [Cl:1][C:2]1[CH:7]=[CH:6][C:5]([N:8]=[C:9]=[S:10])=[CH:4][C:3]=1[C:11]([F:14])([F:13])[F:12].[NH2:15][C:16]1[CH:32]=[CH:31][C:19]([O:20][C:21]2[CH:26]=[CH:25][N:24]=[C:23]3[NH:27][C:28](=[O:30])[NH:29][C:22]=23)=[CH:18][CH:17]=1. (5) Given the product [C:1]([O:5][C:6]([NH:8][C@:9]12[CH2:45][CH2:44][C@@H:43]([C:46]3([CH3:48])[CH2:47][O:54]3)[C@@H:10]1[C@@H:11]1[C@@:24]([CH3:27])([CH2:25][CH2:26]2)[C@@:23]2([CH3:28])[C@@H:14]([C@:15]3([CH3:42])[C@@H:20]([CH2:21][CH2:22]2)[C:19]([CH3:30])([CH3:29])[C:18]([C:31]2[CH:40]=[CH:39][C:34]([C:35]([O:37][CH3:38])=[O:36])=[C:33]([F:41])[CH:32]=2)=[CH:17][CH2:16]3)[CH2:13][CH2:12]1)=[O:7])([CH3:2])([CH3:3])[CH3:4], predict the reactants needed to synthesize it. The reactants are: [C:1]([O:5][C:6]([NH:8][C@:9]12[CH2:45][CH2:44][C@@H:43]([C:46]([CH3:48])=[CH2:47])[C@@H:10]1[C@@H:11]1[C@@:24]([CH3:27])([CH2:25][CH2:26]2)[C@@:23]2([CH3:28])[C@@H:14]([C@:15]3([CH3:42])[C@@H:20]([CH2:21][CH2:22]2)[C:19]([CH3:30])([CH3:29])[C:18]([C:31]2[CH:40]=[CH:39][C:34]([C:35]([O:37][CH3:38])=[O:36])=[C:33]([F:41])[CH:32]=2)=[CH:17][CH2:16]3)[CH2:13][CH2:12]1)=[O:7])([CH3:4])([CH3:3])[CH3:2].ClC1C=C(C=CC=1)C(OO)=[O:54]. (6) The reactants are: [NH2:1][C:2]1[CH:9]=[CH:8][CH:7]=[C:6]([O:10][CH3:11])[C:3]=1[C:4]#[N:5].O=[C:13]([CH3:20])[CH2:14][C:15]([O:17][CH2:18][CH3:19])=[O:16]. Given the product [CH2:18]([O:17][C:15]([C:14]1[C:13]([CH3:20])=[N:1][C:2]2[C:3]([C:4]=1[NH2:5])=[C:6]([O:10][CH3:11])[CH:7]=[CH:8][CH:9]=2)=[O:16])[CH3:19], predict the reactants needed to synthesize it. (7) Given the product [N:9]1([C:2]2[N:7]=[CH:6][C:5]([Br:8])=[CH:4][N:3]=2)[CH2:13][CH2:12][CH2:11][CH2:10]1, predict the reactants needed to synthesize it. The reactants are: Cl[C:2]1[N:7]=[CH:6][C:5]([Br:8])=[CH:4][N:3]=1.[NH:9]1[CH2:13][CH2:12][CH2:11][CH2:10]1. (8) The reactants are: [CH2:1]([S:3]([N:6]1[CH2:11][CH2:10][CH:9]([C:12]2[C:20]3[C:15](=[C:16]([C:29]([NH2:31])=[O:30])[CH:17]=[C:18]([C:21]4[CH:26]=[CH:25][CH:24]=[C:23]([CH:27]=O)[CH:22]=4)[CH:19]=3)[NH:14][CH:13]=2)[CH2:8][CH2:7]1)(=[O:5])=[O:4])[CH3:2].[NH:32]1[CH2:37][CH2:36][CH2:35][CH:34]([CH2:38][OH:39])[CH2:33]1.[BH-](OC(C)=O)(OC(C)=O)OC(C)=O.[Na+]. Given the product [CH2:1]([S:3]([N:6]1[CH2:7][CH2:8][CH:9]([C:12]2[C:20]3[C:15](=[C:16]([C:29]([NH2:31])=[O:30])[CH:17]=[C:18]([C:21]4[CH:26]=[CH:25][CH:24]=[C:23]([CH2:27][N:32]5[CH2:37][CH2:36][CH2:35][CH:34]([CH2:38][OH:39])[CH2:33]5)[CH:22]=4)[CH:19]=3)[NH:14][CH:13]=2)[CH2:10][CH2:11]1)(=[O:5])=[O:4])[CH3:2], predict the reactants needed to synthesize it. (9) Given the product [F:6][C:7]1[C:12]([CH3:13])=[C:11]([C:16]([OH:15])([CH2:21][CH3:22])[C:17]([O:19][CH3:20])=[O:18])[CH:10]=[CH:9][N:8]=1, predict the reactants needed to synthesize it. The reactants are: C([Li])CCC.[F:6][C:7]1[C:12]([CH3:13])=[C:11](I)[CH:10]=[CH:9][N:8]=1.[O:15]=[C:16]([CH2:21][CH3:22])[C:17]([O:19][CH3:20])=[O:18].O.C1COCC1.